Dataset: Full USPTO retrosynthesis dataset with 1.9M reactions from patents (1976-2016). Task: Predict the reactants needed to synthesize the given product. (1) Given the product [Br:12][C:13]1[CH:33]=[CH:32][C:16]2[C:17]([CH2:30][NH:5][CH2:4][CH2:3][O:2][CH3:1])=[C:18]([C:20]([C:22]3[CH:27]=[CH:26][C:25]([Cl:28])=[CH:24][C:23]=3[Cl:29])=[O:21])[O:19][C:15]=2[CH:14]=1, predict the reactants needed to synthesize it. The reactants are: [CH3:1][O:2][CH2:3][CH2:4][NH2:5].C(=O)([O-])[O-].[K+].[K+].[Br:12][C:13]1[CH:33]=[CH:32][C:16]2[C:17]([CH2:30]Br)=[C:18]([C:20]([C:22]3[CH:27]=[CH:26][C:25]([Cl:28])=[CH:24][C:23]=3[Cl:29])=[O:21])[O:19][C:15]=2[CH:14]=1. (2) Given the product [NH2:1][C:4]1[CH:5]=[N:6][C:7]2[C:12]([C:13]=1[NH:14][NH:15][C:16]([O:18][C:19]([CH3:22])([CH3:21])[CH3:20])=[O:17])=[CH:11][CH:10]=[CH:9][CH:8]=2, predict the reactants needed to synthesize it. The reactants are: [N+:1]([C:4]1[CH:5]=[N:6][C:7]2[C:12]([C:13]=1[NH:14][NH:15][C:16]([O:18][C:19]([CH3:22])([CH3:21])[CH3:20])=[O:17])=[CH:11][CH:10]=[CH:9][CH:8]=2)([O-])=O. (3) Given the product [C:23]([C:20]1([C:18]([N:13]2[CH2:14][C@@:15]([F:17])([CH3:16])[C@H:11]([NH:10][C:9]3[C:4]4[N:5]([CH:28]=[C:2]([C:33]5[CH:32]=[N:31][N:30]([CH3:29])[CH:34]=5)[CH:3]=4)[N:6]=[CH:7][C:8]=3[C:25]([NH2:27])=[O:26])[CH2:12]2)=[O:19])[CH2:21][CH2:22]1)#[N:24], predict the reactants needed to synthesize it. The reactants are: Br[C:2]1[CH:3]=[C:4]2[C:9]([NH:10][C@H:11]3[C@:15]([F:17])([CH3:16])[CH2:14][N:13]([C:18]([C:20]4([C:23]#[N:24])[CH2:22][CH2:21]4)=[O:19])[CH2:12]3)=[C:8]([C:25]([NH2:27])=[O:26])[CH:7]=[N:6][N:5]2[CH:28]=1.[CH3:29][N:30]1[CH:34]=[C:33](B2OC(C)(C)C(C)(C)O2)[CH:32]=[N:31]1.[O-]P([O-])([O-])=O.[K+].[K+].[K+]. (4) Given the product [OH:1][C:2]1[CH:7]=[CH:6][CH:5]=[CH:4][C:3]=1[C:8]1[N:12]=[C:11]([C:13]2[CH:18]=[CH:17][CH:16]=[CH:15][C:14]=2[OH:19])[N:10]([CH2:20][C:21]([NH:26][CH2:27][CH:28]([OH:31])[CH2:29][OH:30])=[O:22])[N:9]=1, predict the reactants needed to synthesize it. The reactants are: [OH:1][C:2]1[CH:7]=[CH:6][CH:5]=[CH:4][C:3]=1[C:8]1[N:12]=[C:11]([C:13]2[CH:18]=[CH:17][CH:16]=[CH:15][C:14]=2[OH:19])[N:10]([CH2:20][C:21](OCC)=[O:22])[N:9]=1.[NH2:26][CH2:27][CH:28]([OH:31])[CH2:29][OH:30].